From a dataset of Full USPTO retrosynthesis dataset with 1.9M reactions from patents (1976-2016). Predict the reactants needed to synthesize the given product. (1) Given the product [OH:15][C:12]1[CH:13]=[CH:14][C:9]([C@H:6]2[CH2:7][CH2:8][C@:4]3([CH2:3][CH2:1][NH:2][C:30]3=[O:32])[N:5]2[C:23]([O:25][C:26]([CH3:27])([CH3:28])[CH3:29])=[O:24])=[CH:10][CH:11]=1, predict the reactants needed to synthesize it. The reactants are: [C:1]([CH2:3][C@@:4]1([C:30]([O:32]C)=O)[CH2:8][CH2:7][C@H:6]([C:9]2[CH:14]=[CH:13][C:12]([O:15]CC3C=CC=CC=3)=[CH:11][CH:10]=2)[N:5]1[C:23]([O:25][C:26]([CH3:29])([CH3:28])[CH3:27])=[O:24])#[N:2]. (2) Given the product [CH3:1][N:2]1[C@H:10]2[C@H:5]([C:6]([CH3:11])([CH3:12])[CH2:7][CH2:8][CH2:9]2)[CH2:4][C:3]1=[O:13], predict the reactants needed to synthesize it. The reactants are: [CH3:1][N:2]1[C:10]2[CH:5]([C:6]([CH3:12])([CH3:11])[CH2:7][CH2:8][CH:9]=2)[CH2:4][C:3]1=[O:13]. (3) Given the product [F:62][C:63]([F:68])([F:67])[C:64]([OH:66])=[O:65].[F:62][C:63]([F:68])([F:67])[C:64]([OH:66])=[O:65].[NH2:8][CH2:9][CH2:10][C:11]([O:13][CH2:14][C@@H:15]([O:49][C:50](=[O:61])[CH2:51][CH2:52][NH2:53])[CH2:16][O:17][C:18]1[CH:23]=[CH:22][C:21]([C:24]2[C:29]([C:30]#[N:31])=[C:28]([S:32][CH2:33][C:34]3[N:35]=[C:36]([C:39]4[CH:40]=[CH:41][C:42]([Cl:45])=[CH:43][CH:44]=4)[O:37][CH:38]=3)[N:27]=[C:26]([NH2:46])[C:25]=2[C:47]#[N:48])=[CH:20][CH:19]=1)=[O:12], predict the reactants needed to synthesize it. The reactants are: C(OC([NH:8][CH2:9][CH2:10][C:11]([O:13][CH2:14][C@@H:15]([O:49][C:50](=[O:61])[CH2:51][CH2:52][NH:53]C(OC(C)(C)C)=O)[CH2:16][O:17][C:18]1[CH:23]=[CH:22][C:21]([C:24]2[C:29]([C:30]#[N:31])=[C:28]([S:32][CH2:33][C:34]3[N:35]=[C:36]([C:39]4[CH:44]=[CH:43][C:42]([Cl:45])=[CH:41][CH:40]=4)[O:37][CH:38]=3)[N:27]=[C:26]([NH2:46])[C:25]=2[C:47]#[N:48])=[CH:20][CH:19]=1)=[O:12])=O)(C)(C)C.[F:62][C:63]([F:68])([F:67])[C:64]([OH:66])=[O:65]. (4) Given the product [NH2:42][CH:11]([C:8]1[CH:7]=[CH:6][C:5]([C:1]([CH3:2])([CH3:4])[CH3:3])=[CH:10][CH:9]=1)[CH2:12][CH2:13][CH2:14][N:15]1[CH2:20][CH2:19][CH:18]([C:21]([C:22]2[CH:27]=[CH:26][CH:25]=[CH:24][CH:23]=2)([C:28]2[CH:29]=[CH:30][CH:31]=[CH:32][CH:33]=2)[OH:34])[CH2:17][CH2:16]1, predict the reactants needed to synthesize it. The reactants are: [C:1]([C:5]1[CH:10]=[CH:9][C:8]([C:11](=O)[CH2:12][CH2:13][CH2:14][N:15]2[CH2:20][CH2:19][CH:18]([C:21]([OH:34])([C:28]3[CH:33]=[CH:32][CH:31]=[CH:30][CH:29]=3)[C:22]3[CH:27]=[CH:26][CH:25]=[CH:24][CH:23]=3)[CH2:17][CH2:16]2)=[CH:7][CH:6]=1)([CH3:4])([CH3:3])[CH3:2].C([O-])(=O)C.[NH4+].C([BH3-])#[N:42].[Na+]. (5) Given the product [CH3:1][O:2][C:3]([C:5]1[CH:6]=[C:7]([C:13]2[CH:18]=[CH:17][C:16]([CH3:19])=[CH:15][CH:14]=2)[CH:8]=[C:9]([N:11]2[C:25]([CH:26]([CH3:28])[CH3:27])=[N:24][CH:23]=[N:12]2)[CH:10]=1)=[O:4], predict the reactants needed to synthesize it. The reactants are: [CH3:1][O:2][C:3]([C:5]1[CH:6]=[C:7]([C:13]2[CH:18]=[CH:17][C:16]([CH3:19])=[CH:15][CH:14]=2)[CH:8]=[C:9]([NH:11][NH2:12])[CH:10]=1)=[O:4].CN([CH:23]=[N:24][C:25](=O)[CH:26]([CH3:28])[CH3:27])C.